Dataset: Forward reaction prediction with 1.9M reactions from USPTO patents (1976-2016). Task: Predict the product of the given reaction. The product is: [C:8]([O:12][C:13](=[O:35])[CH2:14][N:15]1[C:19]2[CH:20]=[CH:21][C:22]([N:24]([CH2:25][C:26]3[CH:27]=[CH:28][CH:29]=[CH:30][CH:31]=3)[C:4](=[O:5])[CH2:3][CH:2]([CH3:7])[CH3:1])=[CH:23][C:18]=2[N:17]=[C:16]1[CH2:32][CH2:33][CH3:34])([CH3:11])([CH3:10])[CH3:9]. Given the reactants [CH3:1][CH:2]([CH3:7])[CH2:3][C:4](Cl)=[O:5].[C:8]([O:12][C:13](=[O:35])[CH2:14][N:15]1[C:19]2[CH:20]=[CH:21][C:22]([NH:24][CH2:25][C:26]3[CH:31]=[CH:30][CH:29]=[CH:28][CH:27]=3)=[CH:23][C:18]=2[N:17]=[C:16]1[CH2:32][CH2:33][CH3:34])([CH3:11])([CH3:10])[CH3:9].CCN(C(C)C)C(C)C, predict the reaction product.